This data is from Catalyst prediction with 721,799 reactions and 888 catalyst types from USPTO. The task is: Predict which catalyst facilitates the given reaction. (1) Reactant: [NH2:1][C:2]1[N:7]=[CH:6][C:5]([CH2:8][C:9]([O:11][CH2:12][CH3:13])=[O:10])=[CH:4][CH:3]=1.[CH:14](OCC)(OCC)OCC.[N-:24]=[N+:25]=[N-:26].[Na+]. Product: [N:1]1([C:2]2[N:7]=[CH:6][C:5]([CH2:8][C:9]([O:11][CH2:12][CH3:13])=[O:10])=[CH:4][CH:3]=2)[CH:14]=[N:26][N:25]=[N:24]1. The catalyst class is: 52. (2) Reactant: [F:1][C:2]1[CH:3]=[C:4]2[C:8](=[CH:9][CH:10]=1)[NH:7][C:6](=[O:11])/[C:5]/2=[CH:12]\[C:13]1[NH:17][C:16]([CH3:18])=[C:15]([C:19]([OH:21])=[O:20])[C:14]=1[CH3:22].CCN(C(C)C)C(C)C.CN(C(O[N:40]1[N:48]=[N:47][C:42]2[CH:43]=[CH:44][CH:45]=[N:46][C:41]1=2)=[N+](C)C)C.F[P-](F)(F)(F)(F)F. Product: [F:1][C:2]1[CH:3]=[C:4]2[C:8](=[CH:9][CH:10]=1)[NH:7][C:6](=[O:11])/[C:5]/2=[CH:12]\[C:13]1[NH:17][C:16]([CH3:18])=[C:15]([C:19]([O:21][N:40]2[C:41]3=[N:46][CH:45]=[CH:44][CH:43]=[C:42]3[N:47]=[N:48]2)=[O:20])[C:14]=1[CH3:22]. The catalyst class is: 3. (3) Reactant: [CH2:1]([O:3][C:4]([C:6]1[NH:7][C:8]2[C:13]([CH:14]=1)=[CH:12][C:11]([N+:15]([O-])=O)=[CH:10][CH:9]=2)=[O:5])[CH3:2].C([O-])=O.[NH4+]. Product: [CH2:1]([O:3][C:4]([C:6]1[NH:7][C:8]2[C:13]([CH:14]=1)=[CH:12][C:11]([NH2:15])=[CH:10][CH:9]=2)=[O:5])[CH3:2]. The catalyst class is: 45. (4) Reactant: [CH3:1][C:2]1(O)[CH2:7][CH2:6][C@@H:5]([C:8]([CH3:10])=[CH2:9])[CH:4]=[CH:3]1.[CH3:12][C:13]1[CH:14]=[C:15]([OH:20])[CH:16]=[C:17]([CH:19]=1)[OH:18].O.O.C(O)(=O)C(O)=O. Product: [C:8]([CH:5]1[CH:4]([C:14]2[C:13]([CH3:12])=[CH:19][C:17]([OH:18])=[CH:16][C:15]=2[OH:20])[CH:3]=[C:2]([CH3:1])[CH2:7][CH2:6]1)([CH3:10])=[CH2:9]. The catalyst class is: 715. (5) Reactant: [Br:1]N1C(=O)CCC1=O.[Cl:9][C:10]1[C:11]([NH:23][CH2:24][C:25]2[O:26][CH:27]=[CH:28][CH:29]=2)=[N:12][C:13]([CH:20]2[CH2:22][CH2:21]2)=[N:14][C:15]=1[C:16]([O:18][CH3:19])=[O:17].C(OCC)(=O)C. Product: [Br:1][C:27]1[O:26][C:25]([CH2:24][NH:23][C:11]2[C:10]([Cl:9])=[C:15]([C:16]([O:18][CH3:19])=[O:17])[N:14]=[C:13]([CH:20]3[CH2:22][CH2:21]3)[N:12]=2)=[CH:29][CH:28]=1. The catalyst class is: 614. (6) Reactant: [CH2:1]([O:3][C:4](=[O:8])[C:5](Cl)=[O:6])[CH3:2].Cl.[NH2:10][CH2:11][C:12]([C:14]1[CH:19]=[CH:18][C:17]([S:20]([CH3:23])(=[O:22])=[O:21])=[CH:16][CH:15]=1)=[O:13].C(N(CC)CC)C.O. Product: [CH2:1]([O:3][C:4](=[O:8])[C:5]([NH:10][CH2:11][C:12]([C:14]1[CH:15]=[CH:16][C:17]([S:20]([CH3:23])(=[O:22])=[O:21])=[CH:18][CH:19]=1)=[O:13])=[O:6])[CH3:2]. The catalyst class is: 4. (7) Reactant: CC1(C)C(C)(C)OB([C:9]2[CH:21]=[CH:20][C:12]([C:13]([O:15][C:16]([CH3:19])([CH3:18])[CH3:17])=[O:14])=[CH:11][CH:10]=2)O1.Br[C:24]1[O:25][C:26]2[CH:32]=[CH:31][CH:30]=[CH:29][C:27]=2[CH:28]=1.O1CCOCC1.C(=O)([O-])[O-].[Na+].[Na+]. Product: [O:25]1[C:26]2[CH:32]=[CH:31][CH:30]=[CH:29][C:27]=2[CH:28]=[C:24]1[C:9]1[CH:10]=[CH:11][C:12]([C:13]([O:15][C:16]([CH3:17])([CH3:18])[CH3:19])=[O:14])=[CH:20][CH:21]=1. The catalyst class is: 690. (8) Reactant: [Br:1][C:2]1[C:3]([N:16]([CH3:21])[S:17]([CH3:20])(=[O:19])=[O:18])=[CH:4][C:5]2[O:9][C:8](I)=[C:7]([C:11]([NH:13][CH3:14])=[O:12])[C:6]=2[CH:15]=1.[S:22]1[CH2:27][CH:26]=[C:25](B2OC(C)(C)C(C)(C)O2)[CH2:24][CH2:23]1.C([O-])([O-])=O.[Cs+].[Cs+].C1(C)C=CC=CC=1P(C1C=CC=CC=1C)C1C=CC=CC=1C. Product: [Br:1][C:2]1[C:3]([N:16]([CH3:21])[S:17]([CH3:20])(=[O:19])=[O:18])=[CH:4][C:5]2[O:9][C:8]([C:25]3[CH2:26][CH2:27][S:22][CH2:23][CH:24]=3)=[C:7]([C:11]([NH:13][CH3:14])=[O:12])[C:6]=2[CH:15]=1. The catalyst class is: 75. (9) The catalyst class is: 753. Product: [F:21][C:27]1[CH:28]=[CH:29][C:22]([OH:23])=[CH:24][C:25]=1[OH:26]. Reactant: F[B-](F)(F)F.F[B-](F)(F)F.ClC[N+]12CC[N+]([F:21])(CC1)CC2.[C:22]1([CH:29]=[CH:28][CH:27]=[C:25]([OH:26])[CH:24]=1)[OH:23]. (10) Reactant: C(=O)(O[C@H:4]1[C:17]2[CH:16]=[C:15]3[C:10]([N:11]([CH3:27])[C:12](=[O:26])[CH:13](CCC4C=CC=CC=4)[O:14]3)=[C:9](C(C)(C)C)[C:8]=2[O:7][C:6]([CH3:33])([CH3:32])[C@@H:5]1[OH:34])N.C(=O)([O-])O.[Na+].CCO[CH2:44][CH3:45]. Product: [OH:34][C@@H:5]1[C@@H:4]([NH:11][CH2:10][CH2:9][C:45]2[CH:44]=[CH:6][CH:5]=[CH:4][CH:17]=2)[C:17]2[CH:16]=[C:15]3[C:10]([N:11]([CH3:27])[C:12](=[O:26])[CH2:13][O:14]3)=[CH:9][C:8]=2[O:7][C:6]1([CH3:32])[CH3:33]. The catalyst class is: 89.